From a dataset of Catalyst prediction with 721,799 reactions and 888 catalyst types from USPTO. Predict which catalyst facilitates the given reaction. Reactant: [N:1]1[CH:6]=[CH:5][C:4](C(O)=O)=[CH:3][N:2]=1.P(N=[N+]=[N-])(=O)([O:18][C:19]1C=CC=CC=1)OC1C=CC=CC=1.CC[N:31](C(C)C)C(C)C.[Cl:38][C:39]1[CH:40]=[CH:41][C:42]2[N:48]3[CH2:49][C@H:45]([CH2:46][CH2:47]3)[NH:44][C:43]=2[N:50]=1. Product: [Cl:38][C:39]1[CH:40]=[CH:41][C:42]2[N:48]3[CH2:49][C@H:45]([CH2:46][CH2:47]3)[N:44]([C:19]([NH:31][C:4]3[CH:5]=[CH:6][N:1]=[N:2][CH:3]=3)=[O:18])[C:43]=2[N:50]=1. The catalyst class is: 1.